This data is from Full USPTO retrosynthesis dataset with 1.9M reactions from patents (1976-2016). The task is: Predict the reactants needed to synthesize the given product. The reactants are: [F:1][C:2]1[CH:3]=[C:4]([CH:7]=[CH:8][C:9]=1[O:10][CH2:11][CH2:12][C:13]1[N:14]=[C:15]([C:19]2[CH:24]=[CH:23][CH:22]=[CH:21][CH:20]=2)[O:16][C:17]=1[CH3:18])C=O.[Cl-].C([O:33][C:34]([CH:36]([P+](C1C=CC=CC=1)(C1C=CC=CC=1)C1C=CC=CC=1)[O:37][CH2:38][CH3:39])=[O:35])C1C=CC=CC=1.[Cl-].[CH2:60](OC(C([P+](C1C=CC=CC=1)(C1C=CC=CC=1)C1C=CC=CC=1)OC)=O)C1C=CC=CC=1. Given the product [CH2:38]([O:37][CH:36]([CH2:60][C:4]1[CH:7]=[CH:8][C:9]([O:10][CH2:11][CH2:12][C:13]2[N:14]=[C:15]([C:19]3[CH:20]=[CH:21][CH:22]=[CH:23][CH:24]=3)[O:16][C:17]=2[CH3:18])=[C:2]([F:1])[CH:3]=1)[C:34]([OH:33])=[O:35])[CH3:39], predict the reactants needed to synthesize it.